This data is from Full USPTO retrosynthesis dataset with 1.9M reactions from patents (1976-2016). The task is: Predict the reactants needed to synthesize the given product. (1) Given the product [S:1]1[C:5]2[CH:6]=[CH:7][CH:8]=[CH:9][C:4]=2[N:3]=[C:2]1[C:10]1[CH:24]=[CH:23][CH:22]=[CH:21][C:11]=1[O:12][C:13]1[N:18]=[CH:17][C:16]([NH:19][S:36]([C:27]2[CH:28]=[CH:29][C:30]([C:32]([F:33])([F:34])[F:35])=[CH:31][C:26]=2[Cl:25])(=[O:38])=[O:37])=[CH:15][C:14]=1[Cl:20], predict the reactants needed to synthesize it. The reactants are: [S:1]1[C:5]2[CH:6]=[CH:7][CH:8]=[CH:9][C:4]=2[N:3]=[C:2]1[C:10]1[CH:24]=[CH:23][CH:22]=[CH:21][C:11]=1[O:12][C:13]1[N:18]=[CH:17][C:16]([NH2:19])=[CH:15][C:14]=1[Cl:20].[Cl:25][C:26]1[CH:31]=[C:30]([C:32]([F:35])([F:34])[F:33])[CH:29]=[CH:28][C:27]=1[S:36](Cl)(=[O:38])=[O:37]. (2) Given the product [CH:25]1([C:2]2[CH:7]=[CH:6][C:5]([CH:8]([C:19]3[CH:24]=[CH:23][CH:22]=[CH:21][CH:20]=3)[CH2:9]/[C:10](/[C:13]3[CH:18]=[CH:17][N:16]=[CH:15][CH:14]=3)=[N:11]\[OH:12])=[CH:4][CH:3]=2)[CH2:27][CH2:26]1, predict the reactants needed to synthesize it. The reactants are: Br[C:2]1[CH:7]=[CH:6][C:5]([CH:8]([C:19]2[CH:24]=[CH:23][CH:22]=[CH:21][CH:20]=2)[CH2:9]/[C:10](/[C:13]2[CH:18]=[CH:17][N:16]=[CH:15][CH:14]=2)=[N:11]\[OH:12])=[CH:4][CH:3]=1.[CH:25]1([B-](F)(F)F)[CH2:27][CH2:26]1.[K+].O.P([O-])([O-])([O-])=O.[K+].[K+].[K+].C([O-])(O)=O.[Na+]. (3) The reactants are: [F:1][C:2]1[CH:7]=[CH:6][C:5]([Mg]Br)=[CH:4][CH:3]=1.[CH3:10][P:11](Cl)([CH3:13])=[O:12]. Given the product [CH3:10][P:11]([CH3:13])([C:5]1[CH:6]=[CH:7][C:2]([F:1])=[CH:3][CH:4]=1)=[O:12], predict the reactants needed to synthesize it. (4) Given the product [Cl:15][C:16]1[CH:17]=[C:18]([CH2:29][N:30]([CH3:34])[C:31](=[O:33])[CH3:32])[CH:19]=[N:20][C:21]=1[N:22]1[CH2:27][CH2:26][N:25]([C:2]2[NH:3][C:4]3[CH:10]=[CH:9][C:8]([C:11]([F:14])([F:13])[F:12])=[CH:7][C:5]=3[N:6]=2)[C@H:24]([CH3:28])[CH2:23]1, predict the reactants needed to synthesize it. The reactants are: Cl[C:2]1[NH:6][C:5]2[CH:7]=[C:8]([C:11]([F:14])([F:13])[F:12])[CH:9]=[CH:10][C:4]=2[N:3]=1.[Cl:15][C:16]1[CH:17]=[C:18]([CH2:29][N:30]([CH3:34])[C:31](=[O:33])[CH3:32])[CH:19]=[N:20][C:21]=1[N:22]1[CH2:27][CH2:26][NH:25][C@H:24]([CH3:28])[CH2:23]1.